The task is: Predict the reaction yield, written as a fraction of the theoretical maximum amount of product (1.0 means a 100% yield; for example, 0.34 means a 34% yield).. This data is from Reaction yield outcomes from USPTO patents with 853,638 reactions. (1) The reactants are [N:1]1[CH:6]=[CH:5][CH:4]=[CH:3][C:2]=1[C:7]([CH:9]=O)=O.C(=O)(O)O.[NH2:15][NH:16][C:17]([NH2:19])=[NH:18]. The catalyst is CCO. The product is [N:1]1[CH:6]=[CH:5][CH:4]=[CH:3][C:2]=1[C:7]1[N:18]=[C:17]([NH2:19])[N:16]=[N:15][CH:9]=1. The yield is 0.0800. (2) The reactants are O.OO.N[C:5]([NH2:7])=[O:6].[OH-].[Na+].[CH3:10][O:11][C:12]1[CH:13]=[CH:14][C:15]([CH2:18][C:19]([N:21]2[CH2:46][CH2:45][C:24]3([CH2:27][N:26]([C@H:28]4[C:36]5[C:31](=[CH:32][C:33]([C:37]6[CH:44]=[CH:43][C:40](C#N)=[CH:39][N:38]=6)=[CH:34][CH:35]=5)[CH2:30][CH2:29]4)[CH2:25]3)[CH2:23][CH2:22]2)=[O:20])=[N:16][CH:17]=1. The catalyst is CCO. The product is [CH3:10][O:11][C:12]1[CH:13]=[CH:14][C:15]([CH2:18][C:19]([N:21]2[CH2:22][CH2:23][C:24]3([CH2:27][N:26]([C@H:28]4[C:36]5[C:31](=[CH:32][C:33]([C:37]6[CH:44]=[CH:43][C:40]([C:5]([NH2:7])=[O:6])=[CH:39][N:38]=6)=[CH:34][CH:35]=5)[CH2:30][CH2:29]4)[CH2:25]3)[CH2:45][CH2:46]2)=[O:20])=[N:16][CH:17]=1. The yield is 0.0800.